This data is from Full USPTO retrosynthesis dataset with 1.9M reactions from patents (1976-2016). The task is: Predict the reactants needed to synthesize the given product. (1) Given the product [NH2:1][C:11]1[N:12]=[C:7]([CH3:6])[N:8]=[C:9]([C:15]2[C:16]([NH:32][C:33]3[C:34]4[CH:35]=[N:36][NH:37][C:38]=4[CH:39]=[CH:40][CH:41]=3)=[N:17][CH:18]=[C:19]([CH2:21][N:22]3[CH2:23][CH2:24][N:25]([S:28]([CH3:31])(=[O:29])=[O:30])[CH2:26][CH2:27]3)[CH:20]=2)[N:10]=1, predict the reactants needed to synthesize it. The reactants are: [NH3:1].CC(O)C.[CH3:6][C:7]1[N:12]=[C:11](SC)[N:10]=[C:9]([C:15]2[C:16]([NH:32][C:33]3[C:34]4[CH:35]=[N:36][N:37](C5CCCCO5)[C:38]=4[CH:39]=[CH:40][CH:41]=3)=[N:17][CH:18]=[C:19]([CH2:21][N:22]3[CH2:27][CH2:26][N:25]([S:28]([CH3:31])(=[O:30])=[O:29])[CH2:24][CH2:23]3)[CH:20]=2)[N:8]=1.C(O)(C(F)(F)F)=O. (2) Given the product [Cl:31][C:32]1[CH:37]=[CH:36][C:35]([Cl:38])=[CH:34][C:33]=1[S:39]([N:19]1[CH2:18][CH:17]([C:15]([N:12]2[CH2:13][CH2:14][N:9]([C:3]3[CH:4]=[C:5]([CH3:8])[CH:6]=[CH:7][C:2]=3[CH3:1])[CH2:10][CH2:11]2)=[O:16])[N:21]([C:22]2[CH:23]=[CH:24][CH:25]=[CH:26][CH:27]=2)[C:20]1=[O:28])(=[O:41])=[O:40], predict the reactants needed to synthesize it. The reactants are: [CH3:1][C:2]1[CH:7]=[CH:6][C:5]([CH3:8])=[CH:4][C:3]=1[N:9]1[CH2:14][CH2:13][N:12]([C:15]([CH:17]2[N:21]([C:22]3[CH:27]=[CH:26][CH:25]=[CH:24][CH:23]=3)[C:20](=[O:28])[NH:19][CH2:18]2)=[O:16])[CH2:11][CH2:10]1.[H-].[Na+].[Cl:31][C:32]1[CH:37]=[CH:36][C:35]([Cl:38])=[CH:34][C:33]=1[S:39](Cl)(=[O:41])=[O:40].